From a dataset of Catalyst prediction with 721,799 reactions and 888 catalyst types from USPTO. Predict which catalyst facilitates the given reaction. (1) Reactant: C([O:8][C:9]1[CH:10]=[C:11]([C:24]2[CH:29]=[C:28]([CH3:30])[CH:27]=[CH:26][N:25]=2)[C:12]2[S:16][C:15]([NH:17][C:18]([NH:20][CH2:21][CH3:22])=[O:19])=[N:14][C:13]=2[CH:23]=1)C1C=CC=CC=1.CS(O)(=O)=O. Product: [CH2:21]([NH:20][C:18]([NH:17][C:15]1[S:16][C:12]2[C:11]([C:24]3[CH:29]=[C:28]([CH3:30])[CH:27]=[CH:26][N:25]=3)=[CH:10][C:9]([OH:8])=[CH:23][C:13]=2[N:14]=1)=[O:19])[CH3:22]. The catalyst class is: 4. (2) Reactant: [H-].C([Al+]CC(C)C)C(C)C.[OH:11][C@H:12]1[CH2:33][CH2:32][C@@:31]2([CH3:34])[CH:14]([CH2:15][CH2:16][C:17]3[C:18]4[C@:27]([CH3:35])([CH2:28][CH2:29][C:30]=32)[C@@H:21]([C@@H:22]([CH3:26])[CH2:23][C:24]#N)[CH2:20][CH:19]=4)[C:13]1([CH3:37])[CH3:36].S(=O)(=O)(O)[OH:39]. Product: [OH:11][C@H:12]1[CH2:33][CH2:32][C@@:31]2([CH3:34])[CH:14]([CH2:15][CH2:16][C:17]3[C:18]4[C@:27]([CH3:35])([CH2:28][CH2:29][C:30]=32)[C@@H:21]([C@@H:22]([CH3:26])[CH2:23][CH:24]=[O:39])[CH2:20][CH:19]=4)[C:13]1([CH3:37])[CH3:36]. The catalyst class is: 11. (3) Reactant: [NH2:1][C@@H:2]([CH2:5][S:6][CH2:7][CH:8]1[CH2:10][CH2:9]1)[CH2:3][OH:4].CO[CH:13](O)[C:14]([F:17])([F:16])[F:15].O. Product: [CH:8]1([CH2:7][S:6][CH2:5][CH:2]2[CH2:3][O:4][CH:13]([C:14]([F:17])([F:16])[F:15])[NH:1]2)[CH2:10][CH2:9]1. The catalyst class is: 11. (4) Reactant: O=S(Cl)Cl.[CH3:5][C:6]1[NH:10][N:9]=[C:8]([C:11]([OH:13])=O)[CH:7]=1. Product: [CH3:5][C:6]1[CH:7]=[C:8]2[C:11](=[O:13])[N:9]3[N:10]=[C:6]([CH3:5])[CH:7]=[C:8]3[C:11](=[O:13])[N:9]2[N:10]=1. The catalyst class is: 11. (5) Product: [O:80]=[S:77]1(=[O:81])[CH2:76][CH2:75][N:74]([CH2:73][CH:44]2[S:43][C:47]([C:49]3[NH:50][C:51]4[C:56]([CH:57]=3)=[CH:55][C:54]([O:58][CH2:59][CH2:60][O:61][CH3:62])=[CH:53][C:52]=4[NH:63][S:64]([C:67]3[CH:72]=[CH:71][CH:70]=[CH:69][N:68]=3)(=[O:66])=[O:65])=[N:46][CH2:45]2)[CH2:79][CH2:78]1. Reactant: FC(F)(F)S(OS(C(F)(F)F)(=O)=O)(=O)=O.C1(P(=O)(C2C=CC=CC=2)C2C=CC=CC=2)C=CC=CC=1.C([S:43][CH:44]([CH2:73][N:74]1[CH2:79][CH2:78][S:77](=[O:81])(=[O:80])[CH2:76][CH2:75]1)[CH2:45][NH:46][C:47]([C:49]1[NH:50][C:51]2[C:56]([CH:57]=1)=[CH:55][C:54]([O:58][CH2:59][CH2:60][O:61][CH3:62])=[CH:53][C:52]=2[NH:63][S:64]([C:67]1[CH:72]=[CH:71][CH:70]=[CH:69][N:68]=1)(=[O:66])=[O:65])=O)C1C=CC=CC=1.C1(SC)C=CC=CC=1. The catalyst class is: 46.